Task: Predict the reactants needed to synthesize the given product.. Dataset: Full USPTO retrosynthesis dataset with 1.9M reactions from patents (1976-2016) (1) Given the product [F:1][C:2]1[CH:7]=[CH:6][C:5]([NH:8][C:9]2[CH:14]=[CH:13][C:12]([C:15]([C:17]3[CH:22]=[C:21]([O:23][CH2:31][CH2:32][N:33]4[CH2:38][CH2:37][O:36][CH2:35][CH2:34]4)[CH:20]=[CH:19][C:18]=3[CH3:24])=[O:16])=[C:11]([N+:25]([O-:27])=[O:26])[CH:10]=2)=[C:4]([CH3:28])[CH:3]=1, predict the reactants needed to synthesize it. The reactants are: [F:1][C:2]1[CH:7]=[CH:6][C:5]([NH:8][C:9]2[CH:14]=[CH:13][C:12]([C:15]([C:17]3[CH:22]=[C:21]([OH:23])[CH:20]=[CH:19][C:18]=3[CH3:24])=[O:16])=[C:11]([N+:25]([O-:27])=[O:26])[CH:10]=2)=[C:4]([CH3:28])[CH:3]=1.Cl.Cl[CH2:31][CH2:32][N:33]1[CH2:38][CH2:37][O:36][CH2:35][CH2:34]1.C([O-])([O-])=O.[K+].[K+].[Na+].[I-]. (2) Given the product [OH:44][C@@H:42]([CH3:43])[CH2:41][NH:40][C:3]1[N:2]([CH3:1])[C:7](=[O:8])[C:6]2[C:9]([C:30]3[CH:35]=[CH:34][CH:33]=[CH:32][CH:31]=3)=[C:10]([C:12]3[CH:17]=[CH:16][C:15]([C:18]4([NH:22][C:23](=[O:29])[O:24][C:25]([CH3:27])([CH3:28])[CH3:26])[CH2:19][CH2:20][CH2:21]4)=[CH:14][CH:13]=3)[O:11][C:5]=2[N:4]=1, predict the reactants needed to synthesize it. The reactants are: [CH3:1][N:2]1[C:7](=[O:8])[C:6]2[C:9]([C:30]3[CH:35]=[CH:34][CH:33]=[CH:32][CH:31]=3)=[C:10]([C:12]3[CH:17]=[CH:16][C:15]([C:18]4([NH:22][C:23](=[O:29])[O:24][C:25]([CH3:28])([CH3:27])[CH3:26])[CH2:21][CH2:20][CH2:19]4)=[CH:14][CH:13]=3)[O:11][C:5]=2[N:4]=[C:3]1S(C)(=O)=O.[NH2:40][CH2:41][C@@H:42]([OH:44])[CH3:43]. (3) Given the product [NH2:17][C:15]1[C:16]2[C:8]([C:5]3[CH:6]=[CH:7][C:2]([NH:1][C:38](=[O:39])[CH2:37][C:31]4[CH:36]=[CH:35][CH:34]=[CH:33][CH:32]=4)=[C:3]([O:23][CH3:24])[CH:4]=3)=[CH:9][N:10]([CH:18]3[CH2:22][CH2:21][CH2:20][CH2:19]3)[C:11]=2[N:12]=[CH:13][N:14]=1, predict the reactants needed to synthesize it. The reactants are: [NH2:1][C:2]1[CH:7]=[CH:6][C:5]([C:8]2[C:16]3[C:15]([NH2:17])=[N:14][CH:13]=[N:12][C:11]=3[N:10]([CH:18]3[CH2:22][CH2:21][CH2:20][CH2:19]3)[CH:9]=2)=[CH:4][C:3]=1[O:23][CH3:24].N1C=CC=CC=1.[C:31]1([CH2:37][C:38](Cl)=[O:39])[CH:36]=[CH:35][CH:34]=[CH:33][CH:32]=1.C1(CS(Cl)(=O)=O)C=CC=CC=1. (4) Given the product [CH2:28]([NH:32][C:33](=[O:68])[CH:34]([CH3:67])[CH2:35][C@H:36]([OH:66])[C@@H:37]([NH:58][C:59]([O:61][C:62]([CH3:63])([CH3:64])[CH3:65])=[O:60])[CH2:38][C@@H:39]([CH:55]([CH3:56])[CH3:57])[CH2:40][C:41]1[CH:46]=[CH:45][C:44]([C:47]([CH3:49])([CH3:48])[CH3:50])=[C:43]([O:51][CH2:52][S:2]([CH3:69])(=[O:5])=[O:1])[CH:42]=1)[CH2:29][CH2:30][CH3:31], predict the reactants needed to synthesize it. The reactants are: [OH:1][S:2]([O-:5])(=O)=O.OS(O[O-])(=O)=O.OS(O[O-])(=O)=O.[O-]S([O-])(=O)=O.[K+].[K+].[K+].[K+].[K+].[CH2:28]([NH:32][C:33](=[O:68])[CH:34]([CH3:67])[CH2:35][C@H:36]([OH:66])[C@@H:37]([NH:58][C:59]([O:61][C:62]([CH3:65])([CH3:64])[CH3:63])=[O:60])[CH2:38][C@@H:39]([CH:55]([CH3:57])[CH3:56])[CH2:40][C:41]1[CH:46]=[CH:45][C:44]([C:47]([CH3:50])([CH3:49])[CH3:48])=[C:43]([O:51][CH2:52]SC)[CH:42]=1)[CH2:29][CH2:30][CH3:31].[CH3:69]O. (5) The reactants are: [O:1]=[S:2]1(=[O:30])[CH2:7][CH2:6][N:5]([C:8]([C:10]2[NH:11][C:12]3[C:17]([CH:18]=2)=[CH:16][C:15]([C:19]([N:21]2[CH2:26][CH2:25][N:24]([CH:27]([CH3:29])[CH3:28])[CH2:23][CH2:22]2)=[O:20])=[CH:14][CH:13]=3)=[O:9])[CH2:4][CH2:3]1.[H-].[Na+].CS(O[CH2:38][C:39]([F:42])([F:41])[F:40])(=O)=O. Given the product [O:30]=[S:2]1(=[O:1])[CH2:7][CH2:6][N:5]([C:8]([C:10]2[N:11]([CH2:38][C:39]([F:42])([F:41])[F:40])[C:12]3[C:17]([CH:18]=2)=[CH:16][C:15]([C:19]([N:21]2[CH2:22][CH2:23][N:24]([CH:27]([CH3:28])[CH3:29])[CH2:25][CH2:26]2)=[O:20])=[CH:14][CH:13]=3)=[O:9])[CH2:4][CH2:3]1, predict the reactants needed to synthesize it. (6) Given the product [C:6]([C:8]1[CH:13]=[CH:12][C:11]([NH:14][C:27](=[O:28])[C:26]2[CH:30]=[CH:31][C:23]([N:17]3[CH2:22][CH2:21][O:20][CH2:19][CH2:18]3)=[CH:24][CH:25]=2)=[CH:10][CH:9]=1)([C:5]1[CH:15]=[CH:16][C:2]([NH:1][C:27](=[O:28])[C:26]2[CH:25]=[CH:24][C:23]([N:17]3[CH2:22][CH2:21][O:20][CH2:19][CH2:18]3)=[CH:31][CH:30]=2)=[CH:3][CH:4]=1)=[O:7], predict the reactants needed to synthesize it. The reactants are: [NH2:1][C:2]1[CH:16]=[CH:15][C:5]([C:6]([C:8]2[CH:13]=[CH:12][C:11]([NH2:14])=[CH:10][CH:9]=2)=[O:7])=[CH:4][CH:3]=1.[N:17]1([C:23]2[CH:31]=[CH:30][C:26]([C:27]([O-])=[O:28])=[CH:25][CH:24]=2)[CH2:22][CH2:21][O:20][CH2:19][CH2:18]1. (7) The reactants are: [NH2:1][C:2]1[CH:7]=[C:6]([NH2:8])[CH:5]=[C:4]([C:9]([F:12])([F:11])[F:10])[C:3]=1[N:13]([C:19]1[CH:24]=[CH:23][C:22]([Cl:25])=[CH:21][C:20]=1[Cl:26])[C:14](=[O:18])OCC.[H-].[Na+].C(=O)(O)[O-].[Na+]. Given the product [NH2:8][C:6]1[CH:5]=[C:4]([C:9]([F:10])([F:11])[F:12])[C:3]2[N:13]([C:19]3[CH:24]=[CH:23][C:22]([Cl:25])=[CH:21][C:20]=3[Cl:26])[C:14](=[O:18])[NH:1][C:2]=2[CH:7]=1, predict the reactants needed to synthesize it. (8) Given the product [Cl:23][C:24]1[CH:25]=[C:26]([NH:30][C:31](=[O:32])[N:3]([CH2:4][C:5]2[CH:13]=[CH:12][CH:11]=[C:10]3[C:6]=2[CH2:7][N:8]([CH:15]2[CH2:20][CH2:19][C:18](=[O:21])[NH:17][C:16]2=[O:22])[C:9]3=[O:14])[CH3:2])[CH:27]=[CH:28][CH:29]=1, predict the reactants needed to synthesize it. The reactants are: Cl.[CH3:2][NH:3][CH2:4][C:5]1[CH:13]=[CH:12][CH:11]=[C:10]2[C:6]=1[CH2:7][N:8]([CH:15]1[CH2:20][CH2:19][C:18](=[O:21])[NH:17][C:16]1=[O:22])[C:9]2=[O:14].[Cl:23][C:24]1[CH:25]=[C:26]([N:30]=[C:31]=[O:32])[CH:27]=[CH:28][CH:29]=1.C(N(C(C)C)CC)(C)C. (9) Given the product [C:1]([C:5]1[CH:6]=[C:7]([NH:18][C:19](=[O:49])[NH:20][CH2:21][C:22]2[CH:48]=[CH:47][CH:46]=[CH:45][C:23]=2[CH2:24][O:25][C:26]2[CH:31]=[C:30]([CH3:32])[N:29]([C:33]3[CH:34]=[C:35]([CH:39]=[CH:40][C:41]=3[CH3:42])[C:36]([NH:60][CH2:56][CH2:57][N:58]([CH3:61])[CH3:59])=[O:38])[C:28](=[O:43])[C:27]=2[Cl:44])[N:8]([C:10]2[CH:15]=[CH:14][C:13]([Cl:16])=[C:12]([OH:17])[CH:11]=2)[N:9]=1)([CH3:2])([CH3:4])[CH3:3], predict the reactants needed to synthesize it. The reactants are: [C:1]([C:5]1[CH:6]=[C:7]([NH:18][C:19](=[O:49])[NH:20][CH2:21][C:22]2[CH:48]=[CH:47][CH:46]=[CH:45][C:23]=2[CH2:24][O:25][C:26]2[CH:31]=[C:30]([CH3:32])[N:29]([C:33]3[CH:34]=[C:35]([CH:39]=[CH:40][C:41]=3[CH3:42])[C:36]([OH:38])=O)[C:28](=[O:43])[C:27]=2[Cl:44])[N:8]([C:10]2[CH:15]=[CH:14][C:13]([Cl:16])=[C:12]([OH:17])[CH:11]=2)[N:9]=1)([CH3:4])([CH3:3])[CH3:2].CNCCNC.[CH:56]1[N:60]=[CH:59][N:58]([C:61](N2C=NC=C2)=O)[CH:57]=1.